This data is from Full USPTO retrosynthesis dataset with 1.9M reactions from patents (1976-2016). The task is: Predict the reactants needed to synthesize the given product. (1) Given the product [OH:2][C@H:3]1[CH2:7][N:6]([C:12]([O:14][C:15]([CH3:18])([CH3:17])[CH3:16])=[O:13])[C@H:5]([C:8]([O:10][CH3:11])=[O:9])[CH2:4]1, predict the reactants needed to synthesize it. The reactants are: Cl.[OH:2][C@H:3]1[CH2:7][NH:6][C@H:5]([C:8]([O:10][CH3:11])=[O:9])[CH2:4]1.[C:12](O[C:12]([O:14][C:15]([CH3:18])([CH3:17])[CH3:16])=[O:13])([O:14][C:15]([CH3:18])([CH3:17])[CH3:16])=[O:13]. (2) Given the product [F:1][C:2]1[CH:3]=[C:4]2[C:8](=[CH:9][CH:10]=1)[NH:7][C:6](=[O:11])[C:5]2=[CH:12][C:13]1[CH:14]=[C:15]([CH:29]=[CH:30][CH:31]=1)[C:16]([NH:18][CH2:19][CH2:20][CH2:21][CH2:22][CH2:23][CH2:24][CH2:25][C:26]([NH:50][C:49]1[CH:48]=[CH:47][CH:46]=[CH:45][C:53]=1[NH2:52])=[O:28])=[O:17], predict the reactants needed to synthesize it. The reactants are: [F:1][C:2]1[CH:3]=[C:4]2[C:8](=[CH:9][CH:10]=1)[NH:7][C:6](=[O:11])[C:5]2=[CH:12][C:13]1[CH:14]=[C:15]([CH:29]=[CH:30][CH:31]=1)[C:16]([NH:18][CH2:19][CH2:20][CH2:21][CH2:22][CH2:23][CH2:24][CH2:25][C:26]([OH:28])=O)=[O:17].Cl.C(N=C=NCCCN(C)C)C.O[C:45]1[C:53]2[N:52]=N[NH:50][C:49]=2[CH:48]=[CH:47][CH:46]=1.C(N(CC)CC)C.C1(N)C=CC=CC=1N. (3) Given the product [C:37]([NH:41][C:42](=[O:43])[NH:29][C:26]1([C:30]2[CH:31]=[CH:32][CH:33]=[CH:34][CH:35]=2)[CH2:25][CH2:24][N:23]([C:21]([C:10]2[C:9]([CH3:36])=[C:8]([C:5]3[CH:6]=[CH:7][C:2]([Cl:1])=[CH:3][CH:4]=3)[N:12]([C:13]3[CH:18]=[CH:17][C:16]([Cl:19])=[CH:15][C:14]=3[Cl:20])[N:11]=2)=[O:22])[CH2:28][CH2:27]1)([CH3:40])([CH3:39])[CH3:38], predict the reactants needed to synthesize it. The reactants are: [Cl:1][C:2]1[CH:7]=[CH:6][C:5]([C:8]2[N:12]([C:13]3[CH:18]=[CH:17][C:16]([Cl:19])=[CH:15][C:14]=3[Cl:20])[N:11]=[C:10]([C:21]([N:23]3[CH2:28][CH2:27][C:26]([C:30]4[CH:35]=[CH:34][CH:33]=[CH:32][CH:31]=4)([NH2:29])[CH2:25][CH2:24]3)=[O:22])[C:9]=2[CH3:36])=[CH:4][CH:3]=1.[C:37]([N:41]=[C:42]=[O:43])([CH3:40])([CH3:39])[CH3:38].C(N(CC)CC)C.O1CCCC1. (4) Given the product [F:17][C:18]1[CH:19]=[C:20]([CH:31]=[CH:32][CH:33]=1)[CH2:21][C:22]1[CH:30]=[CH:29][C:25]([C:26]([NH:14][CH2:13][CH2:12][C:6]2[C:5]3[C:9](=[CH:10][CH:11]=[C:3]([C:2]([F:15])([F:1])[F:16])[CH:4]=3)[NH:8][CH:7]=2)=[O:27])=[CH:24][CH:23]=1, predict the reactants needed to synthesize it. The reactants are: [F:1][C:2]([F:16])([F:15])[C:3]1[CH:4]=[C:5]2[C:9](=[CH:10][CH:11]=1)[NH:8][CH:7]=[C:6]2[CH2:12][CH2:13][NH2:14].[F:17][C:18]1[CH:19]=[C:20]([CH:31]=[CH:32][CH:33]=1)[CH2:21][C:22]1[CH:30]=[CH:29][C:25]([C:26](O)=[O:27])=[CH:24][CH:23]=1.CN(C(ON1N=NC2C=CC=NC1=2)=[N+](C)C)C.F[P-](F)(F)(F)(F)F.C(N(CC)C(C)C)(C)C. (5) Given the product [N+:1]([C:4]1[CH:12]=[C:11]2[C:7]([C:8]([C:21]#[N:24])=[N:9][N:10]2[CH2:13][O:14][CH2:15][CH2:16][Si:17]([CH3:20])([CH3:19])[CH3:18])=[CH:6][CH:5]=1)([O-:3])=[O:2], predict the reactants needed to synthesize it. The reactants are: [N+:1]([C:4]1[CH:12]=[C:11]2[C:7]([C:8]([CH:21]=O)=[N:9][N:10]2[CH2:13][O:14][CH2:15][CH2:16][Si:17]([CH3:20])([CH3:19])[CH3:18])=[CH:6][CH:5]=1)([O-:3])=[O:2].Cl.[NH2:24]O.C(P1(=O)OP(=O)(CCC)OP(=O)(CCC)O1)CC.C([O-])(O)=O.[Na+]. (6) Given the product [O:8]1[CH2:9][CH2:10][O:11][CH:7]1[CH2:6][CH2:5][CH2:4][CH2:3][CH2:2][O:12][C:13]1[CH:20]=[CH:19][C:16]([CH:17]=[O:18])=[CH:15][CH:14]=1, predict the reactants needed to synthesize it. The reactants are: Br[CH2:2][CH2:3][CH2:4][CH2:5][CH2:6][CH:7]1[O:11][CH2:10][CH2:9][O:8]1.[OH:12][C:13]1[CH:20]=[CH:19][C:16]([CH:17]=[O:18])=[CH:15][CH:14]=1.C(=O)([O-])[O-].[K+].[K+]. (7) Given the product [C:1]([O:5][C:6]([NH:8][C@@H:9]([CH2:14][C:22]1[CH2:26][CH2:25][CH2:24][CH:23]=1)[C:10]([O:12][CH3:13])=[O:11])=[O:7])([CH3:4])([CH3:3])[CH3:2], predict the reactants needed to synthesize it. The reactants are: [C:1]([O:5][C:6]([NH:8][C@@H:9]([CH2:14]I)[C:10]([O:12][CH3:13])=[O:11])=[O:7])([CH3:4])([CH3:3])[CH3:2].FC(F)(F)S(O[C:22]1[CH2:26][CH2:25][CH2:24][CH:23]=1)(=O)=O. (8) Given the product [Br:13][C:11]1[CH:12]=[C:4]([N+:1]([O-:3])=[O:2])[CH:5]=[C:6]2[C:10]=1[NH:9][CH2:8][CH2:7]2, predict the reactants needed to synthesize it. The reactants are: [N+:1]([C:4]1[CH:5]=[C:6]2[C:10](=[CH:11][CH:12]=1)[NH:9][CH2:8][CH2:7]2)([O-:3])=[O:2].[Br:13]Br.